This data is from Full USPTO retrosynthesis dataset with 1.9M reactions from patents (1976-2016). The task is: Predict the reactants needed to synthesize the given product. (1) The reactants are: [NH2:1][C:2]1[C:12]([Cl:13])=[CH:11][C:5]([C:6]([O:8][CH2:9][CH3:10])=[O:7])=[C:4]([O:14][CH3:15])[CH:3]=1.[C:16](OC(=O)C)(=[O:18])[CH3:17].O. Given the product [C:16]([NH:1][C:2]1[C:12]([Cl:13])=[CH:11][C:5]([C:6]([O:8][CH2:9][CH3:10])=[O:7])=[C:4]([O:14][CH3:15])[CH:3]=1)(=[O:18])[CH3:17], predict the reactants needed to synthesize it. (2) Given the product [CH2:10]([CH:12]([CH2:15][CH2:16][CH2:17][CH3:18])[CH2:13][C:3]1[CH:4]=[C:5]([CH3:8])[CH:6]=[CH:7][C:2]=1[CH3:1])[CH3:11], predict the reactants needed to synthesize it. The reactants are: [CH3:1][C:2]1[CH:7]=[CH:6][C:5]([CH3:8])=[CH:4][C:3]=1O.[CH2:10]([CH:12]([CH2:15][CH2:16][CH2:17][CH3:18])[CH2:13]Br)[CH3:11].[OH-].[K+]. (3) Given the product [CH2:7]([OH:15])[CH2:8]/[CH:9]=[CH:10]/[CH2:11][CH2:12][CH2:13][CH3:14], predict the reactants needed to synthesize it. The reactants are: [H-].[H-].[H-].[H-].[Li+].[Al+3].[C:7](O)(=[O:15])[CH2:8]/[CH:9]=[CH:10]/[CH2:11][CH2:12][CH2:13][CH3:14].O.[OH-].[Na+]. (4) Given the product [NH:52]1[CH:53]=[CH:54][N:50]=[C:51]1[NH:55][C:56]([C:58]1[C:66]2[NH:65][C:64]([NH:67][C:14]([C:9]3[N:10]=[CH:11][C:12]4[C:7]([CH:8]=3)=[CH:6][CH:5]=[C:4]([N+:1]([O-:3])=[O:2])[CH:13]=4)=[O:16])=[N:63][C:62]=2[CH:61]=[CH:60][CH:59]=1)=[O:57], predict the reactants needed to synthesize it. The reactants are: [N+:1]([C:4]1[CH:13]=[C:12]2[C:7]([CH:8]=[C:9]([C:14]([OH:16])=O)[N:10]=[CH:11]2)=[CH:6][CH:5]=1)([O-:3])=[O:2].CN(C(ON1N=NC2C=CC=CC1=2)=[N+](C)C)C.F[P-](F)(F)(F)(F)F.CCN(C(C)C)C(C)C.[NH:50]1[CH:54]=[CH:53][N:52]=[C:51]1[NH:55][C:56]([C:58]1[C:66]2[NH:65][C:64]([NH2:67])=[N:63][C:62]=2[CH:61]=[CH:60][CH:59]=1)=[O:57].